Dataset: Reaction yield outcomes from USPTO patents with 853,638 reactions. Task: Predict the reaction yield, written as a fraction of the theoretical maximum amount of product (1.0 means a 100% yield; for example, 0.34 means a 34% yield). The reactants are [Cl:1][CH2:2][CH2:3][CH2:4][N:5]([C@H:7]([C:31]([O:33]C)=[O:32])[CH2:8][N:9]([C:14]1[CH:19]=[CH:18][C:17]([O:20][C:21]2[CH:26]=[CH:25][C:24]([C:27]([F:30])([F:29])[F:28])=[CH:23][CH:22]=2)=[CH:16][CH:15]=1)[S:10]([CH3:13])(=[O:12])=[O:11])[CH3:6].Cl.CCCCCC. The catalyst is C1COCC1. The product is [Cl:1][CH2:2][CH2:3][CH2:4][N:5]([C@H:7]([C:31]([OH:33])=[O:32])[CH2:8][N:9]([C:14]1[CH:15]=[CH:16][C:17]([O:20][C:21]2[CH:26]=[CH:25][C:24]([C:27]([F:30])([F:28])[F:29])=[CH:23][CH:22]=2)=[CH:18][CH:19]=1)[S:10]([CH3:13])(=[O:11])=[O:12])[CH3:6]. The yield is 0.920.